From a dataset of Reaction yield outcomes from USPTO patents with 853,638 reactions. Predict the reaction yield, written as a fraction of the theoretical maximum amount of product (1.0 means a 100% yield; for example, 0.34 means a 34% yield). (1) The product is [CH2:16]([N:23]1[CH2:28][CH2:27][N:26]([C:9]([O:11][C:12]([CH3:13])([CH3:14])[CH3:15])=[O:10])[CH:25]([CH2:29][CH2:30][OH:31])[CH2:24]1)[C:17]1[CH:18]=[CH:19][CH:20]=[CH:21][CH:22]=1. The catalyst is ClCCl. The yield is 0.850. The reactants are [C:9](O[C:9]([O:11][C:12]([CH3:15])([CH3:14])[CH3:13])=[O:10])([O:11][C:12]([CH3:15])([CH3:14])[CH3:13])=[O:10].[CH2:16]([N:23]1[CH2:28][CH2:27][NH:26][CH:25]([CH2:29][CH2:30][OH:31])[CH2:24]1)[C:17]1[CH:22]=[CH:21][CH:20]=[CH:19][CH:18]=1. (2) The reactants are [CH3:1][O:2][C:3]1[CH:4]=[CH:5][C:6]2[C:11](=[O:12])[N:10]([CH2:13][C:14]([OH:16])=O)[N:9]=[N:8][C:7]=2[CH:17]=1.[F:18][C:19]([F:31])([F:30])[O:20][C:21]1[CH:26]=[CH:25][C:24]([C@@H:27]([NH2:29])[CH3:28])=[CH:23][CH:22]=1. No catalyst specified. The product is [CH3:1][O:2][C:3]1[CH:4]=[CH:5][C:6]2[C:11](=[O:12])[N:10]([CH2:13][C:14]([NH:29][C@H:27]([C:24]3[CH:23]=[CH:22][C:21]([O:20][C:19]([F:18])([F:30])[F:31])=[CH:26][CH:25]=3)[CH3:28])=[O:16])[N:9]=[N:8][C:7]=2[CH:17]=1. The yield is 0.810. (3) The reactants are [CH2:1]([N:8]1[CH2:13][CH2:12][C:11](=O)[CH2:10][CH2:9]1)[C:2]1[CH:7]=[CH:6][CH:5]=[CH:4][CH:3]=1.[NH2:15][C:16]1[CH:17]=[C:18]2[C:22](=[CH:23][CH:24]=1)[NH:21][N:20]=[CH:19]2.C(O)(=O)C.C(=O)([O-])O.[Na+]. The catalyst is CO. The product is [CH2:1]([N:8]1[CH2:13][CH2:12][CH:11]([NH:15][C:16]2[CH:17]=[C:18]3[C:22](=[CH:23][CH:24]=2)[NH:21][N:20]=[CH:19]3)[CH2:10][CH2:9]1)[C:2]1[CH:7]=[CH:6][CH:5]=[CH:4][CH:3]=1. The yield is 0.820. (4) The reactants are C([N:3](CC)CC)C.CS(Cl)(=O)=O.[CH2:13]([O:20][CH2:21][CH2:22][O:23][CH2:24][CH2:25][O:26][CH2:27][CH2:28][O:29][CH2:30][CH2:31][O:32][CH2:33][CH2:34][O:35][CH2:36][CH2:37][OH:38])[C:14]1[CH:19]=[CH:18][CH:17]=[CH:16][CH:15]=1. The catalyst is C(Cl)Cl. The product is [CH2:13]([O:20][CH:21]([NH2:3])[CH2:22][O:23][CH2:24][CH2:25][O:26][CH2:27][CH2:28][O:29][CH2:30][CH2:31][O:32][CH2:33][CH2:34][O:35][CH2:36][CH2:37][OH:38])[C:14]1[CH:15]=[CH:16][CH:17]=[CH:18][CH:19]=1. The yield is 0.570. (5) The reactants are C(=O)(OCC)[O:2][C:3]1[CH:8]=[C:7]([N+:9]([O-:11])=[O:10])[C:6]([CH3:12])=[CH:5][C:4]=1[CH:13]1[CH:20]2[CH2:21][CH:16]3[CH2:17][CH:18]([CH2:22][CH:14]1[CH2:15]3)[CH2:19]2.N1CCCCC1. The catalyst is C(Cl)Cl. The product is [CH:14]12[CH2:15][CH:16]3[CH2:17][CH:18]([CH2:19][CH:20]([CH2:21]3)[CH:13]1[C:4]1[CH:5]=[C:6]([CH3:12])[C:7]([N+:9]([O-:11])=[O:10])=[CH:8][C:3]=1[OH:2])[CH2:22]2. The yield is 0.770.